Dataset: Full USPTO retrosynthesis dataset with 1.9M reactions from patents (1976-2016). Task: Predict the reactants needed to synthesize the given product. (1) Given the product [CH:26]1([CH2:25][CH:16]([C:13]2[CH:14]=[CH:15][C:10]([F:9])=[C:11]([C:20]([F:21])([F:22])[F:23])[CH:12]=2)[C:17]([OH:19])=[O:18])[CH2:30][CH2:29][CH2:28][CH2:27]1, predict the reactants needed to synthesize it. The reactants are: C([N-]C(C)C)(C)C.[Li+].[F:9][C:10]1[CH:15]=[CH:14][C:13]([CH2:16][C:17]([OH:19])=[O:18])=[CH:12][C:11]=1[C:20]([F:23])([F:22])[F:21].I[CH2:25][CH:26]1[CH2:30][CH2:29][CH2:28][CH2:27]1. (2) Given the product [CH3:1][O:2][C:3]1[CH:10]=[CH:9][C:6]([CH2:7][NH2:15])=[C:5]([C:11]([F:14])([F:13])[F:12])[CH:4]=1, predict the reactants needed to synthesize it. The reactants are: [CH3:1][O:2][C:3]1[CH:10]=[CH:9][C:6]([CH:7]=O)=[C:5]([C:11]([F:14])([F:13])[F:12])[CH:4]=1.[NH3:15].[H][H].